This data is from Forward reaction prediction with 1.9M reactions from USPTO patents (1976-2016). The task is: Predict the product of the given reaction. (1) The product is: [Cl:17][C:4]1[C:5]2[O:9][C:8]3[CH2:10][CH2:11][CH2:12][CH2:13][C:7]=3[C:6]=2[N:1]=[CH:2][N:3]=1. Given the reactants [N:1]1[C:6]2[C:7]3[CH2:13][CH2:12][CH2:11][CH2:10][C:8]=3[O:9][C:5]=2[C:4](O)=[N:3][CH:2]=1.O=P(Cl)(Cl)[Cl:17], predict the reaction product. (2) The product is: [Br:1][C:2]1[CH:3]=[CH:4][C:5]2[O:9][C:8]([CH:10]([OH:14])[CH:11]([CH3:12])[CH3:13])=[C:7]([CH3:15])[C:6]=2[CH:16]=1. Given the reactants [Br:1][C:2]1[CH:3]=[CH:4][C:5]2[O:9][C:8]([C:10](=[O:14])[CH:11]([CH3:13])[CH3:12])=[C:7]([CH3:15])[C:6]=2[CH:16]=1.[BH4-].[Na+], predict the reaction product. (3) Given the reactants C(Cl)(=O)C(Cl)=O.CS(C)=O.[F:11][C:12]1[CH:17]=[CH:16][C:15]([C@H:18]2[CH2:23][CH2:22][N:21]([C:24]([O:26][C:27]3[CH:32]=[CH:31][C:30]([C:33]([O:35][CH3:36])=[O:34])=[CH:29][CH:28]=3)=[O:25])[CH2:20][C@@H:19]2[CH2:37][OH:38])=[CH:14][CH:13]=1.C(N(C(C)C)CC)(C)C, predict the reaction product. The product is: [F:11][C:12]1[CH:17]=[CH:16][C:15]([C@H:18]2[CH2:23][CH2:22][N:21]([C:24]([O:26][C:27]3[CH:32]=[CH:31][C:30]([C:33]([O:35][CH3:36])=[O:34])=[CH:29][CH:28]=3)=[O:25])[CH2:20][C@@H:19]2[CH:37]=[O:38])=[CH:14][CH:13]=1. (4) Given the reactants C([O:4][C:5]1[CH:10]=[CH:9][CH:8]=[CH:7][C:6]=1[C:11]([N:13]1[CH2:18][CH2:17][CH:16]([N:19]2[C:23](=[O:24])[C:22]([CH3:26])([CH3:25])[C:21]([C:27]3[CH:32]=[CH:31][C:30]([O:33][CH3:34])=[C:29]([O:35][CH3:36])[CH:28]=3)=[N:20]2)[CH2:15][CH2:14]1)=[O:12])(=O)C.[OH-].[Na+].Cl, predict the reaction product. The product is: [CH3:36][O:35][C:29]1[CH:28]=[C:27]([C:21]2[C:22]([CH3:26])([CH3:25])[C:23](=[O:24])[N:19]([CH:16]3[CH2:17][CH2:18][N:13]([C:11]([C:6]4[CH:7]=[CH:8][CH:9]=[CH:10][C:5]=4[OH:4])=[O:12])[CH2:14][CH2:15]3)[N:20]=2)[CH:32]=[CH:31][C:30]=1[O:33][CH3:34]. (5) Given the reactants [Cl:1][C:2]1[CH:22]=[CH:21][C:5]([CH2:6][C:7]2(O)[CH2:12][CH2:11][N:10]([C:13]([O:15][C:16]([CH3:19])([CH3:18])[CH3:17])=[O:14])[CH2:9][CH2:8]2)=[C:4]([F:23])[CH:3]=1.C(N(S(F)(F)[F:30])CC)C.C(=O)(O)[O-].[Na+], predict the reaction product. The product is: [Cl:1][C:2]1[CH:22]=[CH:21][C:5]([CH2:6][C:7]2([F:30])[CH2:12][CH2:11][N:10]([C:13]([O:15][C:16]([CH3:19])([CH3:18])[CH3:17])=[O:14])[CH2:9][CH2:8]2)=[C:4]([F:23])[CH:3]=1. (6) The product is: [Cl:1][C:2]1[CH:3]=[C:4]([C:5]2[O:14][C:13]3[C:8]([N:7]=2)=[N:9][CH:10]=[CH:11][CH:12]=3)[CH:15]=[CH:16][C:17]=1[CH2:18][C:19]#[N:20]. Given the reactants [Cl:1][C:2]1[CH:3]=[C:4]([CH:15]=[CH:16][C:17]=1[CH2:18][C:19]#[N:20])[C:5]([NH:7][C:8]1[C:13]([OH:14])=[CH:12][CH:11]=[CH:10][N:9]=1)=O, predict the reaction product. (7) The product is: [F:17][C:18]1[CH:19]=[C:20]([NH:21][C:2]2[CH:12]=[C:11]([NH:13][CH2:14][CH2:15][CH3:16])[C:5]([C:6]([O:8][CH2:9][CH3:10])=[O:7])=[CH:4][N:3]=2)[CH:22]=[CH:23][CH:24]=1. Given the reactants Cl[C:2]1[CH:12]=[C:11]([NH:13][CH2:14][CH2:15][CH3:16])[C:5]([C:6]([O:8][CH2:9][CH3:10])=[O:7])=[CH:4][N:3]=1.[F:17][C:18]1[CH:19]=[C:20]([CH:22]=[CH:23][CH:24]=1)[NH2:21].C(=O)([O-])[O-].[Cs+].[Cs+].C(=O)([O-])O.[Na+], predict the reaction product.